Dataset: Peptide-MHC class I binding affinity with 185,985 pairs from IEDB/IMGT. Task: Regression. Given a peptide amino acid sequence and an MHC pseudo amino acid sequence, predict their binding affinity value. This is MHC class I binding data. (1) The peptide sequence is VLLLITHYA. The MHC is HLA-A02:17 with pseudo-sequence HLA-A02:17. The binding affinity (normalized) is 0.344. (2) The peptide sequence is DTRGIFSAY. The MHC is HLA-B40:01 with pseudo-sequence HLA-B40:01. The binding affinity (normalized) is 0.0847. (3) The binding affinity (normalized) is 0.304. The peptide sequence is NLLDSYFVVK. The MHC is HLA-A11:01 with pseudo-sequence HLA-A11:01. (4) The peptide sequence is IISELREL. The MHC is H-2-Kb with pseudo-sequence H-2-Kb. The binding affinity (normalized) is 0.555. (5) The peptide sequence is LLKDLMPFV. The MHC is HLA-B27:05 with pseudo-sequence HLA-B27:05. The binding affinity (normalized) is 0.0847.